Dataset: Full USPTO retrosynthesis dataset with 1.9M reactions from patents (1976-2016). Task: Predict the reactants needed to synthesize the given product. Given the product [CH3:21][O:22][C:5]1[CH:9]=[C:8]([N+:10]([O-:12])=[O:11])[NH:7][N:6]=1, predict the reactants needed to synthesize it. The reactants are: [Na].[N+]([C:5]1[CH:9]=[C:8]([N+:10]([O-:12])=[O:11])[N:7](COCC[Si](C)(C)C)[N:6]=1)([O-])=O.[CH3:21][OH:22].